This data is from Reaction yield outcomes from USPTO patents with 853,638 reactions. The task is: Predict the reaction yield, written as a fraction of the theoretical maximum amount of product (1.0 means a 100% yield; for example, 0.34 means a 34% yield). (1) The reactants are [CH2:1]([CH:9]([CH2:13][CH2:14][CH2:15][CH2:16][CH2:17][CH2:18][CH2:19][CH3:20])[C:10]([OH:12])=[O:11])[CH2:2][CH2:3][CH2:4][CH2:5][CH2:6][CH2:7][CH3:8].C([O-])([O-])=O.[Na+].[Na+].S(Cl)(O[CH2:31][Cl:32])(=O)=O. The catalyst is S([O-])(O)(=O)=O.C([N+](CCCC)(CCCC)CCCC)CCC.O.ClCCl. The product is [CH2:13]([CH:9]([CH2:1][CH2:2][CH2:3][CH2:4][CH2:5][CH2:6][CH2:7][CH3:8])[C:10]([O:12][CH2:31][Cl:32])=[O:11])[CH2:14][CH2:15][CH2:16][CH2:17][CH2:18][CH2:19][CH3:20]. The yield is 0.840. (2) The reactants are Cl[S:2]([C:5]1[CH:13]=[CH:12][C:8]([C:9]([OH:11])=[O:10])=[CH:7][CH:6]=1)(=[O:4])=[O:3].[NH:14]1[CH2:19][CH2:18][O:17][CH2:16][CH2:15]1.O. The catalyst is C1COCC1. The product is [N:14]1([S:2]([C:5]2[CH:13]=[CH:12][C:8]([C:9]([OH:11])=[O:10])=[CH:7][CH:6]=2)(=[O:4])=[O:3])[CH2:19][CH2:18][O:17][CH2:16][CH2:15]1. The yield is 0.200. (3) The reactants are C(=O)([O-])[O-].[K+].[K+].[Br:7][C:8]1[CH:9]=[CH:10][C:11]([N:14]2[CH:18]=[CH:17][C:16]([CH:19]([C:21]3[CH:30]=[CH:29][C:24]4[NH:25][C:26](=[O:28])[S:27][C:23]=4[CH:22]=3)[CH3:20])=[N:15]2)=[N:12][CH:13]=1.[CH3:31][Si:32]([CH3:39])([CH3:38])[CH2:33][CH2:34][O:35][CH2:36]Cl.C(OC)(C)(C)C. The catalyst is CN(C=O)C.O. The product is [Br:7][C:8]1[CH:9]=[CH:10][C:11]([N:14]2[CH:18]=[CH:17][C:16]([CH:19]([C:21]3[CH:30]=[CH:29][C:24]4[N:25]([CH2:36][O:35][CH2:34][CH2:33][Si:32]([CH3:39])([CH3:38])[CH3:31])[C:26](=[O:28])[S:27][C:23]=4[CH:22]=3)[CH3:20])=[N:15]2)=[N:12][CH:13]=1. The yield is 0.450. (4) The reactants are [F:1][C:2]1[CH:7]=[CH:6][CH:5]=[C:4]([F:8])[C:3]=1[N:9]1[C:14]2[N:15]=[C:16]([N:29]3[CH2:34][CH2:33][CH:32]([N:35]4[CH2:40][CH2:39][CH:38]([CH3:41])[CH2:37][CH2:36]4)[CH2:31][CH2:30]3)[N:17]=[C:18]([C:19]3[CH:20]=[C:21]([CH:25]=[CH:26][C:27]=3[CH3:28])[C:22](O)=[O:23])[C:13]=2[CH:12]=[CH:11][C:10]1=[O:42].CN(C(ON1N=NC2C=CC=CC1=2)=[N+](C)C)C.F[P-](F)(F)(F)(F)F.C(N(CC)CC)C.[F:74][C:75]1[CH:81]=[CH:80][C:78]([NH2:79])=[CH:77][CH:76]=1. The catalyst is CN(C=O)C. The product is [F:8][C:4]1[CH:5]=[CH:6][CH:7]=[C:2]([F:1])[C:3]=1[N:9]1[C:14]2[N:15]=[C:16]([N:29]3[CH2:34][CH2:33][CH:32]([N:35]4[CH2:36][CH2:37][CH:38]([CH3:41])[CH2:39][CH2:40]4)[CH2:31][CH2:30]3)[N:17]=[C:18]([C:19]3[CH:20]=[C:21]([CH:25]=[CH:26][C:27]=3[CH3:28])[C:22]([NH:79][C:78]3[CH:80]=[CH:81][C:75]([F:74])=[CH:76][CH:77]=3)=[O:23])[C:13]=2[CH:12]=[CH:11][C:10]1=[O:42]. The yield is 0.720.